Dataset: Catalyst prediction with 721,799 reactions and 888 catalyst types from USPTO. Task: Predict which catalyst facilitates the given reaction. (1) Reactant: [F:1][C:2]([F:27])([F:26])[C:3]1[CH:8]=[CH:7][C:6]([C:9]2[N:10]=[C:11]([C:21]([O:23][CH2:24][CH3:25])=[O:22])N=N[C:14]=2[C:15]2[CH:20]=[CH:19][CH:18]=[CH:17][CH:16]=2)=[CH:5][CH:4]=1.[CH:28](N1CCCC1)=[CH2:29]. Product: [C:15]1([C:14]2[CH:28]=[CH:29][C:11]([C:21]([O:23][CH2:24][CH3:25])=[O:22])=[N:10][C:9]=2[C:6]2[CH:7]=[CH:8][C:3]([C:2]([F:27])([F:26])[F:1])=[CH:4][CH:5]=2)[CH:20]=[CH:19][CH:18]=[CH:17][CH:16]=1. The catalyst class is: 22. (2) Reactant: [C:1]([C:4]1[N:9]=[CH:8][C:7]([CH:10](OS(C)(=O)=O)[CH2:11][N:12]2[C:20]3[CH:19]=[CH:18][C:17]([CH3:21])=[CH:16][C:15]=3[C:14]3[CH2:22][N:23]([CH3:26])[CH2:24][CH2:25][C:13]2=3)=[CH:6][CH:5]=1)(=[O:3])[NH2:2].[N-:32]=[N+:33]=[N-:34].[Na+]. Product: [N:32]([CH:10]([C:7]1[CH:6]=[CH:5][C:4]([C:1]([NH2:2])=[O:3])=[N:9][CH:8]=1)[CH2:11][N:12]1[C:20]2[CH:19]=[CH:18][C:17]([CH3:21])=[CH:16][C:15]=2[C:14]2[CH2:22][N:23]([CH3:26])[CH2:24][CH2:25][C:13]1=2)=[N+:33]=[N-:34]. The catalyst class is: 18.